From a dataset of Experimentally validated miRNA-target interactions with 360,000+ pairs, plus equal number of negative samples. Binary Classification. Given a miRNA mature sequence and a target amino acid sequence, predict their likelihood of interaction. (1) The miRNA is hsa-miR-3122 with sequence GUUGGGACAAGAGGACGGUCUU. The protein sequence of the target gene is MTAPEKPVKQEEMAALDVDGGGGGGGHGEYLQQQQQQQQQHGNGAAAAAAQDTQPSPLALLAATCSKIGPPSPGDDDEEAAVAAAAGVPAAAAGATGDLASAQLGGAPNRWEVLSATPTTIKDEAGNLVQIPGAATSSGQYVLPLQNLQNQQIFSVAPGSDSSNGTVSNVQYQVIPQIQSTDAQQVQIGFTGSSDNGGINQENSQIQIIPGSNQTLLASGTPPANIQNLIPQTGQVQVQGVAIGGSSFPGQTQVVANVPLGLPGNITFVPINSVDLDSLGLSGSSQTMTAGINADGHLIN.... Result: 0 (no interaction). (2) The miRNA is hsa-miR-4495 with sequence AAUGUAAACAGGCUUUUUGCU. The protein sequence of the target gene is MRPGGERPVEGGACNGRSELELLKLRSAECIDEAAERLGALSRAIWSQPELAYEEHHAHRVLTHFFEREPPAASWAVQPHYQLPTAFRAEWEPPEARAPSATPRPLHLGFLCEYDALPGIGHACGHNLIAEVGAAAALGVRGALEGLPRPPPPVKVVVLGTPAEEDGGGKIDLIEAGAFTNLDVVFMAHPSQENAAYLPDMAEHDVTVKYYGKASHSASYPWEGLNALDAAVLAYNNLSVFRQQMKPTWRVHGIIKNGGVKPNIIPSYSELIYYFRAPSMKELQVLTKKAEDCFRAAALA.... Result: 1 (interaction). (3) The protein sequence of the target gene is MAARAVLDEFTAPAEKAELLEQSRGRIEGLFGVSLAVLGALGAEEPLPARIWLQLCGAQEAVHSAKEYIKGICEPELEERECYPKDMHCIFVGAESLFLKSLIQDTCADLCILDIGLLGIRGSAEAVVMARSHIQQFVKLFENKENLPSSQKESEVKREFKQFVEAHADNYTMDLLILPTSLKKELLTLTQGEENLFETGDDEVIEMRDSQQTEFTQNAATGLNISRDETVLQEEARNKAGTPVSELTKQMDTVLSSSPDVLFDPINGLTPDEEALSNERICQKRRFSDSEERHTKKQFS.... Result: 1 (interaction). The miRNA is hsa-miR-3173-3p with sequence AAAGGAGGAAAUAGGCAGGCCA. (4) The miRNA is ath-miR774a with sequence UUGGUUACCCAUAUGGCCAUC. The protein sequence of the target gene is MERINHTSSVSEFILLGLSSRPEDQKTLFVLFLIVYLVTITGNLLIILAIRFNPHLQTPMYFFLSFLSLTDICFTTSVVPKMLMNFLSEKKTISYAGCLTQMYFLYALGNSDSCLLAVMAFDRYVAVCDPFHYVTTMSHHHCVLLVAFSCSFPHLHSLLHTLLLNRLTFCDSNVIHHFLCDLSPVLKLSCSSIFVNEIVQMTEAPIVLVTRFLCIAFSYIRILTTVLKIPSTSGKRKAFSTCGFYLTVVTLFYGSIFCVYLQPPSTYAVKDHVATIVYTVLSSMLNPFIYSLRNKDLKQG.... Result: 0 (no interaction).